Predict the reaction yield, written as a fraction of the theoretical maximum amount of product (1.0 means a 100% yield; for example, 0.34 means a 34% yield). From a dataset of Reaction yield outcomes from USPTO patents with 853,638 reactions. (1) The reactants are [Cl:1][C:2]1[CH:6]=[N:5][N:4]([CH3:7])[C:3]=1[C:8]1[CH:9]=[C:10]([NH2:16])[CH:11]=[CH:12][C:13]=1[O:14][CH3:15].[Cl:17][C:18]1[CH:19]=[C:20]([N:24]=[C:25]=[O:26])[CH:21]=[CH:22][CH:23]=1. No catalyst specified. The product is [Cl:1][C:2]1[CH:6]=[N:5][N:4]([CH3:7])[C:3]=1[C:8]1[CH:9]=[C:10]([NH:16][C:25]([NH:24][C:20]2[CH:21]=[CH:22][CH:23]=[C:18]([Cl:17])[CH:19]=2)=[O:26])[CH:11]=[CH:12][C:13]=1[O:14][CH3:15]. The yield is 0.460. (2) The reactants are [CH2:1]([O:3][C:4]1[CH:5]=[C:6]([CH:12]=[C:13]([OH:15])[CH:14]=1)[C:7]([O:9][CH2:10][CH3:11])=[O:8])[CH3:2].Cl[CH2:17][C:18]1[N:19]=[C:20]([C:24]2[CH:29]=[CH:28][CH:27]=[CH:26][CH:25]=2)[O:21][C:22]=1[CH3:23].C(=O)([O-])[O-].[K+].[K+].Cl. The catalyst is O.CN(C)C=O. The product is [CH2:1]([O:3][C:4]1[CH:5]=[C:6]([CH:12]=[C:13]([O:15][CH2:17][C:18]2[N:19]=[C:20]([C:24]3[CH:29]=[CH:28][CH:27]=[CH:26][CH:25]=3)[O:21][C:22]=2[CH3:23])[CH:14]=1)[C:7]([O:9][CH2:10][CH3:11])=[O:8])[CH3:2]. The yield is 0.990. (3) The reactants are [CH3:1][O:2][C:3](=[O:25])[CH2:4][N:5]1[C:11](=[O:12])[CH2:10][CH2:9][N:8]([C:13](=[O:24])/[CH:14]=[CH:15]/[C:16]2[CH:21]=[CH:20][C:19]([Cl:22])=[C:18]([Cl:23])[CH:17]=2)[CH2:7][CH2:6]1.Br[CH2:27][C:28]([O:30][C:31]([CH3:34])([CH3:33])[CH3:32])=[O:29].OS([O-])(=O)=O.[K+]. The yield is 0.180. The product is [CH3:1][O:2][C:3](=[O:25])[CH:4]([N:5]1[C:11](=[O:12])[CH2:10][CH2:9][N:8]([C:13](=[O:24])/[CH:14]=[CH:15]/[C:16]2[CH:21]=[CH:20][C:19]([Cl:22])=[C:18]([Cl:23])[CH:17]=2)[CH2:7][CH2:6]1)[CH2:27][C:28]([O:30][C:31]([CH3:34])([CH3:33])[CH3:32])=[O:29]. The catalyst is C1COCC1. (4) The reactants are Br[C:2]1[CH:7]=[CH:6][C:5]([F:8])=[C:4]([F:9])[C:3]=1[CH3:10].N#N.[CH3:13][CH2:14][OH:15].[Li][CH:17](CC)C.C1CCCCC1.B(F)(F)F.C(OCC)C. The catalyst is C1COCC1. The product is [F:9][C:4]1[C:3]([CH3:10])=[C:2]([CH2:13][C@H:14]([OH:15])[CH3:17])[CH:7]=[CH:6][C:5]=1[F:8]. The yield is 0.710. (5) The reactants are [CH3:1][N:2]1[C:10]2[N:9]=[CH:8][N:7]([CH3:11])[C:6]=2[C:5](=[O:12])[N:4]([C:13]2[CH:27]=[CH:26][C:16]([CH2:17][C@@H:18]([C:20]([O:22][CH:23]([CH3:25])[CH3:24])=[O:21])[NH2:19])=[CH:15][CH:14]=2)[C:3]1=[O:28].[F:29][C:30]1[CH:38]=[C:37]([NH:39][S:40]([C:43]2[CH:48]=[CH:47][C:46]([N:49]3[CH:53]=[CH:52][CH:51]=[CH:50]3)=[CH:45][CH:44]=2)(=[O:42])=[O:41])[CH:36]=[C:35]([F:54])[C:31]=1[C:32](O)=[O:33].CN(C(ON1N=NC2C=CC=NC1=2)=[N+](C)C)C.F[P-](F)(F)(F)(F)F.C1C=NC2N(O)N=NC=2C=1.C(N(CC)CC)C. The catalyst is C(Cl)Cl. The product is [F:29][C:30]1[CH:38]=[C:37]([NH:39][S:40]([C:43]2[CH:44]=[CH:45][C:46]([N:49]3[CH:53]=[CH:52][CH:51]=[CH:50]3)=[CH:47][CH:48]=2)(=[O:42])=[O:41])[CH:36]=[C:35]([F:54])[C:31]=1[C:32]([NH:19][C@H:18]([C:20]([O:22][CH:23]([CH3:25])[CH3:24])=[O:21])[CH2:17][C:16]1[CH:15]=[CH:14][C:13]([N:4]2[C:5](=[O:12])[C:6]3[N:7]([CH3:11])[CH:8]=[N:9][C:10]=3[N:2]([CH3:1])[C:3]2=[O:28])=[CH:27][CH:26]=1)=[O:33]. The yield is 0.160. (6) The reactants are [Cl:1][C:2]1[N:7]=[CH:6][N+:5]([O-])=[C:4]2[CH2:9][CH2:10][C@@H:11]([CH3:12])[C:3]=12.[C:13]([O:16]C(=O)C)(=[O:15])[CH3:14]. No catalyst specified. The product is [C:13]([O:16][CH:9]1[C:4]2[N:5]=[CH:6][N:7]=[C:2]([Cl:1])[C:3]=2[C@H:11]([CH3:12])[CH2:10]1)(=[O:15])[CH3:14]. The yield is 0.700. (7) The reactants are [Br:1][C:2]1[CH:7]=[CH:6][C:5]([N+:8]([O-:10])=[O:9])=[C:4](F)[CH:3]=1.C([O:14][C:15](=[O:25])[CH2:16][NH:17][CH2:18][C:19]1[CH:24]=[CH:23][CH:22]=[CH:21][CH:20]=1)C. No catalyst specified. The product is [Br:1][C:2]1[CH:7]=[CH:6][C:5]([N+:8]([O-:10])=[O:9])=[C:4]([N:17]([CH2:16][C:15]([OH:25])=[O:14])[CH2:18][C:19]2[CH:24]=[CH:23][CH:22]=[CH:21][CH:20]=2)[CH:3]=1. The yield is 0.550. (8) The reactants are [CH3:1][O:2][C:3](=[O:15])[C:4]1[C:5](=[C:10]([CH3:14])[CH:11]=[CH:12][CH:13]=1)[C:6]([O:8][CH3:9])=[O:7].[Br:16]N1C(=O)CCC1=O. The catalyst is C(#N)C. The product is [CH3:1][O:2][C:3](=[O:15])[C:4]1[C:5](=[C:10]([CH2:14][Br:16])[CH:11]=[CH:12][CH:13]=1)[C:6]([O:8][CH3:9])=[O:7]. The yield is 0.830. (9) The reactants are [NH2:1][CH2:2][C:3]([CH3:10])([CH3:9])[C:4]([O:6][CH2:7][CH3:8])=[O:5].[CH2:11]([N:18]=[C:19]=[O:20])[C:12]1[CH:17]=[CH:16][CH:15]=[CH:14][CH:13]=1. No catalyst specified. The product is [CH2:11]([NH:18][C:19](=[O:20])[NH:1][CH2:2][C:3]([CH3:10])([CH3:9])[C:4]([O:6][CH2:7][CH3:8])=[O:5])[C:12]1[CH:17]=[CH:16][CH:15]=[CH:14][CH:13]=1. The yield is 0.300.